This data is from Reaction yield outcomes from USPTO patents with 853,638 reactions. The task is: Predict the reaction yield, written as a fraction of the theoretical maximum amount of product (1.0 means a 100% yield; for example, 0.34 means a 34% yield). (1) The reactants are [CH2:1]([O:8][C:9]([NH:11][C@@H:12]([CH:16]1[CH2:18][CH2:17]1)[C:13](O)=[O:14])=[O:10])[C:2]1[CH:7]=[CH:6][CH:5]=[CH:4][CH:3]=1.Cl. The catalyst is C1COCC1. The product is [CH2:1]([O:8][C:9](=[O:10])[NH:11][C@@H:12]([CH:16]1[CH2:18][CH2:17]1)[CH2:13][OH:14])[C:2]1[CH:7]=[CH:6][CH:5]=[CH:4][CH:3]=1. The yield is 0.500. (2) The reactants are Cl[CH2:2][C:3]1[C:4]([S:14]([CH3:17])(=[O:16])=[O:15])=[N:5][C:6]2[C:11]([CH:12]=1)=[CH:10][C:9]([CH3:13])=[CH:8][CH:7]=2.C[Sn](C)(C)[C:20]1[CH:21]=[C:22]([CH:27]=[CH:28][N:29]=1)[C:23]([O:25][CH3:26])=[O:24]. The catalyst is O1CCOCC1.Cl[Pd](Cl)([P](C1C=CC=CC=1)(C1C=CC=CC=1)C1C=CC=CC=1)[P](C1C=CC=CC=1)(C1C=CC=CC=1)C1C=CC=CC=1. The product is [CH3:13][C:9]1[CH:10]=[C:11]2[C:6](=[CH:7][CH:8]=1)[N:5]=[C:4]([S:14]([CH3:17])(=[O:16])=[O:15])[C:3]([CH2:2][C:20]1[CH:21]=[C:22]([CH:27]=[CH:28][N:29]=1)[C:23]([O:25][CH3:26])=[O:24])=[CH:12]2. The yield is 0.180. (3) The reactants are [Cl:1][C:2]1[CH:3]=[C:4]2[C:9](=[CH:10][CH:11]=1)[N:8]=[C:7]([NH:12][C:13](=[O:17])OCC)[C:6]([O:18][CH3:19])=[N:5]2.[CH3:20][O:21][C:22]1[CH:27]=[CH:26][C:25]([N:28]2[CH2:33][CH2:32][NH:31][CH2:30][CH2:29]2)=[CH:24][CH:23]=1. No catalyst specified. The product is [Cl:1][C:2]1[CH:3]=[C:4]2[C:9](=[CH:10][CH:11]=1)[N:8]=[C:7]([NH:12][C:13]([N:31]1[CH2:30][CH2:29][N:28]([C:25]3[CH:24]=[CH:23][C:22]([O:21][CH3:20])=[CH:27][CH:26]=3)[CH2:33][CH2:32]1)=[O:17])[C:6]([O:18][CH3:19])=[N:5]2. The yield is 0.900. (4) The reactants are [N:1]1[C:10]2[C:5](=[CH:6][CH:7]=[N:8][C:9]=2[NH2:11])[CH:4]=[CH:3][CH:2]=1.[C:12]1([CH3:25])[CH:17]=[C:16]([CH3:18])[CH:15]=[C:14]([CH3:19])[C:13]=1[S:20]([O:23][NH2:24])(=[O:22])=[O:21]. The catalyst is C(Cl)Cl. The product is [NH:11]=[C:9]1[C:10]2[N:1]=[CH:2][CH:3]=[CH:4][C:5]=2[CH:6]=[CH:7][N:8]1[NH2:24].[CH3:19][C:14]1[CH:15]=[C:16]([CH3:18])[CH:17]=[C:12]([CH3:25])[C:13]=1[S:20]([O-:23])(=[O:22])=[O:21]. The yield is 0.670. (5) The reactants are [OH:1][CH2:2][C@@H:3]1[CH2:8][N:7]2[CH2:9][CH2:10][CH2:11][C@H:6]2[C:5](=[O:12])[NH:4]1.C(N(CC)CC)C.[Si:20](Cl)([C:23]([CH3:26])([CH3:25])[CH3:24])([CH3:22])[CH3:21]. The catalyst is CN(C)C=O.CN(C)C1C=CN=CC=1. The product is [CH3:24][C:23]([Si:20]([CH3:22])([CH3:21])[O:1][CH2:2][C@@H:3]1[CH2:8][N:7]2[CH2:9][CH2:10][CH2:11][C@H:6]2[C:5](=[O:12])[NH:4]1)([CH3:26])[CH3:25]. The yield is 0.660. (6) The reactants are [C:1]([O:4][C@H:5]1[CH2:9][C@H:8]([N:10]2[C:14]3[N:15]=[CH:16][N:17]=[C:18]([NH:19][C@@H:20]4[C:28]5[C:23](=[CH:24][CH:25]=[CH:26][CH:27]=5)[CH2:22][CH2:21]4)[C:13]=3[CH:12]=[CH:11]2)[CH2:7][C@H:6]1[CH2:29][OH:30])(=[O:3])[CH3:2].Cl[S:32]([NH2:35])(=[O:34])=[O:33]. The catalyst is C(C#N)(C)=O. The product is [C:1]([O:4][C@H:5]1[CH2:9][C@H:8]([N:10]2[C:14]3[N:15]=[CH:16][N:17]=[C:18]([NH:19][C@@H:20]4[C:28]5[C:23](=[CH:24][CH:25]=[CH:26][CH:27]=5)[CH2:22][CH2:21]4)[C:13]=3[CH:12]=[CH:11]2)[CH2:7][C@H:6]1[CH2:29][O:30][S:32]([NH2:35])(=[O:34])=[O:33])(=[O:3])[CH3:2]. The yield is 0.940.